The task is: Predict the reactants needed to synthesize the given product.. This data is from Retrosynthesis with 50K atom-mapped reactions and 10 reaction types from USPTO. (1) Given the product Cc1cccc(-c2sc(C)nc2C(=O)N2C[C@@H]3C[C@@H]3[C@H]2CNC(=O)c2ccc3ccccc3n2)c1, predict the reactants needed to synthesize it. The reactants are: Cc1cccc(-c2sc(C)nc2C(=O)N2C[C@@H]3C[C@@H]3[C@H]2CN)c1.O=C(O)c1ccc2ccccc2n1. (2) Given the product CCOC(=O)c1sc(N2CCOCC2)nc1CBr, predict the reactants needed to synthesize it. The reactants are: CCOC(=O)c1sc(N2CCOCC2)nc1C.O=C1CCC(=O)N1Br. (3) Given the product C[C@@H](NC(=O)[C@@H](NC(=O)OCc1ccccc1)C(Cc1ccccc1)C(=O)O)C(=O)O, predict the reactants needed to synthesize it. The reactants are: C[C@@H](N)C(=O)O.O=C(N[C@H](C(=O)O)C(Cc1ccccc1)C(=O)O)OCc1ccccc1. (4) Given the product C[Si](C)(C)C#Cc1cc2ccc(-n3nc4ccc5ccccc5c4n3)cc2oc1=O, predict the reactants needed to synthesize it. The reactants are: C#C[Si](C)(C)C.O=c1oc2cc(-n3nc4ccc5ccccc5c4n3)ccc2cc1Br. (5) Given the product Cn1c2c(c(-c3cccc(OC(=O)c4cccs4)c3)c1-c1ccnc(N)n1)C(=O)NCC2, predict the reactants needed to synthesize it. The reactants are: Cn1c2c(c(-c3cccc(OC(=O)c4cccs4)c3)c1-c1ccnc(N)n1)C(=O)N(C(=O)OC(C)(C)C)CC2. (6) The reactants are: CCCc1c(OC(CCC)CCO)ccc2c(-c3ccccc3)noc12.CS(=O)(=O)Cl. Given the product CCCc1c(OC(CCC)CCOS(C)(=O)=O)ccc2c(-c3ccccc3)noc12, predict the reactants needed to synthesize it. (7) Given the product Cc1cc(C(=O)OC2CC3C(=O)NC4(C(=O)NS(=O)(=O)C5CC5)CC4C=CCCCCCC(NC(=O)OC(C)(C)C)C(=O)N3C2)no1, predict the reactants needed to synthesize it. The reactants are: CC(C)(C)OC(=O)NC1CCCCCC=CC2CC2(C(=O)NS(=O)(=O)C2CC2)NC(=O)C2CC(O)CN2C1=O.Cc1cc(C(=O)Cl)no1. (8) Given the product Nc1ccc2sc(-c3cccnc3)nc2c1, predict the reactants needed to synthesize it. The reactants are: O=[N+]([O-])c1ccc2sc(-c3cccnc3)nc2c1.